This data is from Reaction yield outcomes from USPTO patents with 853,638 reactions. The task is: Predict the reaction yield, written as a fraction of the theoretical maximum amount of product (1.0 means a 100% yield; for example, 0.34 means a 34% yield). (1) The reactants are [CH3:1][C:2]1([CH3:49])[CH2:13][C:12]2[CH:11]=[C:10]3[N:5]([CH2:6][CH2:7][N:8]([C:15]4[C:20]([CH:21]=[O:22])=[C:19]([C:23]5[CH:28]=[C:27]([NH:29][C:30]6[CH:35]=[CH:34][C:33]([N:36]7[CH2:41][CH2:40][N:39]([CH:42]8[CH2:45][O:44][CH2:43]8)[CH2:38][C@H:37]7[CH3:46])=[CH:32][N:31]=6)[C:26](=[O:47])[N:25]([CH3:48])[CH:24]=5)[CH:18]=[CH:17][N:16]=4)[C:9]3=[O:14])[C:4]=2[CH2:3]1.[BH4-].[Na+]. The catalyst is CO. The product is [OH:22][CH2:21][C:20]1[C:15]([N:8]2[CH2:7][CH2:6][N:5]3[C:4]4[CH2:3][C:2]([CH3:49])([CH3:1])[CH2:13][C:12]=4[CH:11]=[C:10]3[C:9]2=[O:14])=[N:16][CH:17]=[CH:18][C:19]=1[C:23]1[CH:28]=[C:27]([NH:29][C:30]2[CH:35]=[CH:34][C:33]([N:36]3[CH2:41][CH2:40][N:39]([CH:42]4[CH2:45][O:44][CH2:43]4)[CH2:38][C@H:37]3[CH3:46])=[CH:32][N:31]=2)[C:26](=[O:47])[N:25]([CH3:48])[CH:24]=1. The yield is 0.280. (2) The reactants are [Br:1][C:2]1[CH:3]=[C:4]([CH:6]=[CH:7][CH:8]=1)[NH2:5].N1C=CC=CC=1.[CH3:15][S:16](Cl)(=[O:18])=[O:17].C(OCC)(=O)C. The catalyst is C(Cl)Cl.CCCCCC. The product is [Br:1][C:2]1[CH:3]=[C:4]([NH:5][S:16]([CH3:15])(=[O:18])=[O:17])[CH:6]=[CH:7][CH:8]=1. The yield is 0.963.